This data is from Experimentally validated miRNA-target interactions with 360,000+ pairs, plus equal number of negative samples. The task is: Binary Classification. Given a miRNA mature sequence and a target amino acid sequence, predict their likelihood of interaction. (1) The miRNA is mmu-miR-717 with sequence CUCAGACAGAGAUACCUUCUCU. The protein sequence of the target gene is MLRGSASSTSMEKAKGKEWTSTEKSREEDQQASNQPNSIALPGTSAKRTKEKMSIKGSKVLCPKKKAEHTDNPRPQKKIPIPPLPSKLPPVNLIHRDILRAWCQQLKLSSKGQKLDAYKRLCAFAYPNQKDFPSTAKEAKIRKSLQKKLKVEKGETSLQSSETHPPEVALPPVGEPPALENSTALLEGVNTVVVTTSAPEALLASWARISARARTPEAVESPQEASGVRWCVVHGKSLPADTDGWVHLQFHAGQAWVPEKQEGRVSALFLLPASNFPPPHLEDNMLCPKCVHRNKVLIKS.... Result: 0 (no interaction). (2) The miRNA is hsa-miR-627-3p with sequence UCUUUUCUUUGAGACUCACU. The protein sequence of the target gene is MKVKGRGITCLLVSFAVICLVATPGGKACPRRCACYMPTEVHCTFRYLTSIPDSIPPNVERINLGYNSLVRLMETDFSGLTKLELLMLHSNGIHTIPDKTFSDLQALQVLKMSYNKVRKLQKDTFYGLRSLTRLHMDHNNIEFINPEVFYGLNFLRLVHLEGNQLTKLHPDTFVSLSYLQIFKISFIKFLYLSDNFLTSLPQEMVSYMPDLDSLYLHGNPWTCDCHLKWLSDWIQEKPDVIKCKKDRSPSSAQQCPLCMNPRTSKGKPLAMVSAAAFQCAKPTIDSSLKSKSLTILEDSS.... Result: 1 (interaction).